This data is from NCI-60 drug combinations with 297,098 pairs across 59 cell lines. The task is: Regression. Given two drug SMILES strings and cell line genomic features, predict the synergy score measuring deviation from expected non-interaction effect. (1) Drug 1: C1C(C(OC1N2C=NC(=NC2=O)N)CO)O. Drug 2: N.N.Cl[Pt+2]Cl. Cell line: A549. Synergy scores: CSS=50.4, Synergy_ZIP=4.35, Synergy_Bliss=5.04, Synergy_Loewe=6.69, Synergy_HSA=6.99. (2) Drug 1: C1CN1P(=S)(N2CC2)N3CC3. Drug 2: CN(CCCl)CCCl.Cl. Cell line: OVCAR-5. Synergy scores: CSS=12.6, Synergy_ZIP=-5.29, Synergy_Bliss=-4.75, Synergy_Loewe=-9.25, Synergy_HSA=-5.87. (3) Drug 1: CNC(=O)C1=CC=CC=C1SC2=CC3=C(C=C2)C(=NN3)C=CC4=CC=CC=N4. Drug 2: CS(=O)(=O)CCNCC1=CC=C(O1)C2=CC3=C(C=C2)N=CN=C3NC4=CC(=C(C=C4)OCC5=CC(=CC=C5)F)Cl. Cell line: A549. Synergy scores: CSS=18.3, Synergy_ZIP=-5.09, Synergy_Bliss=-3.14, Synergy_Loewe=-3.18, Synergy_HSA=-2.00. (4) Drug 1: CN1C2=C(C=C(C=C2)N(CCCl)CCCl)N=C1CCCC(=O)O.Cl. Drug 2: C1=NC2=C(N1)C(=S)N=CN2. Cell line: HCT-15. Synergy scores: CSS=14.9, Synergy_ZIP=-5.40, Synergy_Bliss=-5.16, Synergy_Loewe=-28.0, Synergy_HSA=-7.82. (5) Drug 1: CCC1=CC2CC(C3=C(CN(C2)C1)C4=CC=CC=C4N3)(C5=C(C=C6C(=C5)C78CCN9C7C(C=CC9)(C(C(C8N6C)(C(=O)OC)O)OC(=O)C)CC)OC)C(=O)OC.C(C(C(=O)O)O)(C(=O)O)O. Drug 2: CC1=CC=C(C=C1)C2=CC(=NN2C3=CC=C(C=C3)S(=O)(=O)N)C(F)(F)F. Cell line: LOX IMVI. Synergy scores: CSS=36.8, Synergy_ZIP=1.29, Synergy_Bliss=3.59, Synergy_Loewe=-38.2, Synergy_HSA=5.34. (6) Drug 1: C1C(C(OC1N2C=C(C(=O)NC2=O)F)CO)O. Drug 2: C#CCC(CC1=CN=C2C(=N1)C(=NC(=N2)N)N)C3=CC=C(C=C3)C(=O)NC(CCC(=O)O)C(=O)O. Cell line: MCF7. Synergy scores: CSS=22.5, Synergy_ZIP=-7.36, Synergy_Bliss=-9.19, Synergy_Loewe=-5.44, Synergy_HSA=-4.96. (7) Drug 1: C1=CC=C(C(=C1)C(C2=CC=C(C=C2)Cl)C(Cl)Cl)Cl. Drug 2: C#CCC(CC1=CN=C2C(=N1)C(=NC(=N2)N)N)C3=CC=C(C=C3)C(=O)NC(CCC(=O)O)C(=O)O. Cell line: NCI-H322M. Synergy scores: CSS=-3.64, Synergy_ZIP=2.26, Synergy_Bliss=2.83, Synergy_Loewe=-3.40, Synergy_HSA=-3.15. (8) Drug 1: CC1C(C(CC(O1)OC2CC(OC(C2O)C)OC3=CC4=CC5=C(C(=O)C(C(C5)C(C(=O)C(C(C)O)O)OC)OC6CC(C(C(O6)C)O)OC7CC(C(C(O7)C)O)OC8CC(C(C(O8)C)O)(C)O)C(=C4C(=C3C)O)O)O)O. Drug 2: CC1=C(C=C(C=C1)C(=O)NC2=CC(=CC(=C2)C(F)(F)F)N3C=C(N=C3)C)NC4=NC=CC(=N4)C5=CN=CC=C5. Cell line: MDA-MB-435. Synergy scores: CSS=7.26, Synergy_ZIP=0.0885, Synergy_Bliss=-0.731, Synergy_Loewe=-30.1, Synergy_HSA=-0.853. (9) Synergy scores: CSS=1.57, Synergy_ZIP=-3.64, Synergy_Bliss=0.599, Synergy_Loewe=-20.2, Synergy_HSA=-3.98. Drug 2: C1=NC2=C(N=C(N=C2N1C3C(C(C(O3)CO)O)F)Cl)N. Cell line: HOP-92. Drug 1: C1=CC=C(C(=C1)C(C2=CC=C(C=C2)Cl)C(Cl)Cl)Cl. (10) Drug 1: C1=NNC2=C1C(=O)NC=N2. Drug 2: CC1C(C(CC(O1)OC2CC(CC3=C2C(=C4C(=C3O)C(=O)C5=CC=CC=C5C4=O)O)(C(=O)C)O)N)O. Cell line: OVCAR-5. Synergy scores: CSS=35.0, Synergy_ZIP=-0.672, Synergy_Bliss=-1.05, Synergy_Loewe=-10.3, Synergy_HSA=0.949.